Dataset: Experimentally validated miRNA-target interactions with 360,000+ pairs, plus equal number of negative samples. Task: Binary Classification. Given a miRNA mature sequence and a target amino acid sequence, predict their likelihood of interaction. (1) Result: 1 (interaction). The protein sequence of the target gene is MAPKRQSPLPPQKKKPRPPPALGPEETSASAGLPKKGEKEQQEAIEHIDEVQNEIDRLNEQASEEILKVEQKYNKLRQPFFQKRSELIAKIPNFWVTTFVNHPQVSALLGEEDEEALHYLTRVEVTEFEDIKSGYRIDFYFDENPYFENKVLSKEFHLNESGDPSSKSTEIKWKSGKDLTKRSSQTQNKASRKRQHEEPESFFTWFTDHSDAGADELGEVIKDDIWPNPLQYYLVPDMDDEEGEGEEDDDDDEEEEGLEDIDEEGDEDEGEEDEDDDEGEEGEEDEGEDD. The miRNA is hsa-miR-4797-5p with sequence GACAGAGUGCCACUUACUGAA. (2) The miRNA is mmu-miR-101b-3p with sequence GUACAGUACUGUGAUAGCU. The protein sequence of the target gene is MNSTPRNAQAPSHRECFLPSVARTPSVTKVTPAKKITFLKRGDPRFAGVRLAVHQRAFKTFSALMDELSQRVPLSFGVRSVTTPRGLHSLSALEQLEDGGCYLCSDKKPPKTPSGPGRPQERNPTAQQLRDVEGQREAPGTSSSRKSLKTPRRILLIKNMDPRLQQTVVLSHRNTRNLAAFLGKASDLLRFPVKQLYTTSGKKVDSLQALLHSPSVLVCAGHEAFRTPAMKNARRSEAETLSGLTSRNKNGSWGPKTKPSVIHSRSPPGSTPRLPERPGPSNPPVGPAPGRHPQDTPAQS.... Result: 0 (no interaction). (3) The miRNA is hsa-miR-6820-3p with sequence UGUGACUUCUCCCCUGCCACAG. The protein sequence of the target gene is MPKLQGFEFWSRTLRGARHVVAPMVDQSELAWRLLSRRHGAQLCYTPMLHAQVFVRDANYRKENLYCEVCPEDRPLIVQFCANDPEVFVQAALLAQDYCDAIDLNLGCPQMIAKRGHYGAFLQDEWDLLQRMILLAHEKLSVPVTCKIRVFPEIDKTVRYAQMLEKAGCQLLTVHGRTKEQKGPLSGAASWEHIKAVRKAVAIPVFANGNIQCLQDVERCLRDTGVQGVMSAEGNLHNPALFEGRSPAVWELAEEYLDIVREHPCPLSYVRAHLFKLWHHTLQVHQELREELAKVKTLEG.... Result: 0 (no interaction). (4) The miRNA is hsa-miR-18a-3p with sequence ACUGCCCUAAGUGCUCCUUCUGG. The protein sequence of the target gene is MALPAGPAEAACALCQRAPREPVRADCGHRFCRACVVRFWAEEDGPFPCPECADDCWQRAVEPGRPPLSRRLLALEEAAAAPARDGPASEAALQLLCRADAGPLCAACRMAAGPEPPEWEPRWRKALRGKENKGSVEIMRKDLNDARDLHGQAESAAAVWKGHVMDRRKKALTDYKKLRAFFVEEEEHFLQEAEKEEGLPEDELADPTERFRSLLQAVSELEKKHRNLGLSMLLQ. Result: 1 (interaction). (5) The miRNA is hsa-miR-15a-3p with sequence CAGGCCAUAUUGUGCUGCCUCA. The protein sequence of the target gene is MGAFLDKPKMEKHNAQGQGNGLRYGLSSMQGWRVEMEDAHTAVIGLPSGLESWSFFAVYDGHAGSQVAKYCCEHLLDHITNNQDFKGSAGAPSVENVKNGIRTGFLEIDEHMRVMSEKKHGADRSGSTAVGVLISPQHTYFINCGDSRGLLCRNRKVHFFTQDHKPSNPLEKERIQNAGGSVMIQRVNGSLAVSRALGDFDYKCVHGKGPTEQLVSPEPEVHDIERSEEDDQFIILACDGIWDVMGNEELCDFVRSRLEVTDDLEKVCNEVVDTCLYKGSRDNMSVILICFPNAPKVSPE.... Result: 0 (no interaction). (6) The miRNA is hsa-miR-367-3p with sequence AAUUGCACUUUAGCAAUGGUGA. The protein sequence of the target gene is MYSAHRPLMPASSAASRGLGMFVWTNVEPRSVAVFPWHSLVPFLAPSQPDPSVQPSEAQQPASHPVASNQSKEPAESAAVAHERPPGGTGSADPERPPGATCPESPGPGPPHPLGVVESGKGPPPTTEEEASGPPGEPRLDSETESDHDDAFLSIMSPEIQLPLPPGKRRTQSLSALPKERDSSSEKDGRSPNKREKDHIRRPMNAFMIFSKRHRALVHQRHPNQDNRTVSKILGEWWYALGPKEKQKYHDLAFQVKEAHFKAHPDWKWCNKDRKKSSSEAKPTSLGLAGGHKETRERSM.... Result: 1 (interaction). (7) The miRNA is mmu-miR-692 with sequence AUCUCUUUGAGCGCCUCACUC. The protein sequence of the target gene is MDEEYDVIVLGTGLTECILSGIMSVNGKKVLHMDRNPYYGGESSSITPLEELYKRFQILEGPPESMGRGRDWNVDLIPKFLMANGQLVKMLLYTEVTRYLDFKVVEGSFVYKGGKIYKVPSTETEALASNLMGMFEKRRFRKFLVFVANFDENDPKTFEGVDPQNTSMRDVYRKFDLGQDVIDFTGHALALYRTDDYLDQPCLETINRIKLYSESLARYGKSPYLYPLYGLGELPQGFARLSAIYGGTYMLNKPVDDIIMENGKVVGVKSEGEVARCKQLICDPSYIPDRVQKAGQVIRI.... Result: 1 (interaction). (8) The miRNA is hsa-miR-548as-5p with sequence AAAAGUAAUUGCGGGUUUUGCC. The protein sequence of the target gene is MGTSALWALWLLLALCWAPRESGATGTGRKAKCEPSQFQCTNGRCITLLWKCDGDEDCVDGSDEKNCVKKTCAESDFVCNNGQCVPSRWKCDGDPDCEDGSDESPEQCHMRTCRIHEISCGAHSTQCIPVSWRCDGENDCDSGEDEENCGNITCSPDEFTCSSGRCISRNFVCNGQDDCSDGSDELDCAPPTCGAHEFQCSTSSCIPISWVCDDDADCSDQSDESLEQCGRQPVIHTKCPASEIQCGSGECIHKKWRCDGDPDCKDGSDEVNCPSRTCRPDQFECEDGSCIHGSRQCNGI.... Result: 1 (interaction).